Dataset: Full USPTO retrosynthesis dataset with 1.9M reactions from patents (1976-2016). Task: Predict the reactants needed to synthesize the given product. Given the product [CH2:41]([O:40][C:38](=[O:39])[CH2:37][O:17][C:14]1[CH:15]=[C:16]2[C:11]([CH2:10][CH2:9][N:8]([CH2:20][C:21](=[O:22])[NH:23][CH2:24][C:25]3[CH:30]=[CH:29][CH:28]=[CH:27][CH:26]=3)[CH:7]2[CH2:6][C:5]2[CH:31]=[CH:32][C:33]([O:34][CH3:35])=[C:3]([O:2][CH3:1])[CH:4]=2)=[CH:12][C:13]=1[O:18][CH3:19])[CH3:42], predict the reactants needed to synthesize it. The reactants are: [CH3:1][O:2][C:3]1[CH:4]=[C:5]([CH:31]=[CH:32][C:33]=1[O:34][CH3:35])[CH2:6][CH:7]1[C:16]2[C:11](=[CH:12][C:13]([O:18][CH3:19])=[C:14]([OH:17])[CH:15]=2)[CH2:10][CH2:9][N:8]1[CH2:20][C:21]([NH:23][CH2:24][C:25]1[CH:30]=[CH:29][CH:28]=[CH:27][CH:26]=1)=[O:22].Br[CH2:37][C:38]([O:40][CH2:41][CH3:42])=[O:39].